Predict the reactants needed to synthesize the given product. From a dataset of Full USPTO retrosynthesis dataset with 1.9M reactions from patents (1976-2016). (1) Given the product [CH:1]1([N:5]2[CH2:6][CH2:7][C:8]3([CH2:13][CH2:12][N:11]([C:14]4[CH:22]=[CH:21][C:17]([C:18]([NH:34][CH3:38])=[O:19])=[CH:16][N:15]=4)[CH2:10][CH2:9]3)[CH2:23][CH2:24]2)[CH2:4][CH2:3][CH2:2]1, predict the reactants needed to synthesize it. The reactants are: [CH:1]1([N:5]2[CH2:24][CH2:23][C:8]3([CH2:13][CH2:12][N:11]([C:14]4[CH:22]=[CH:21][C:17]([C:18](O)=[O:19])=[CH:16][N:15]=4)[CH2:10][CH2:9]3)[CH2:7][CH2:6]2)[CH2:4][CH2:3][CH2:2]1.CN.F[P-](F)(F)(F)(F)F.[N:34]1(O[P+](N(C)C)(N(C)C)N(C)C)[C:38]2C=CC=CC=2N=N1. (2) Given the product [C:1]([O:5][C:6](=[O:32])[NH:7][C@@H:8]1[C:14](=[O:15])[N:13]([CH2:16][C:17]2[C:26]3[C:21](=[CH:22][CH:23]=[CH:24][CH:25]=3)[CH:20]=[CH:19][C:18]=2[CH3:27])[C:12]2[CH:28]=[CH:29][CH:30]=[CH:31][C:11]=2[N:10]([C:41](=[O:42])[CH2:40][N:37]2[CH2:38][CH2:39][N:34]([CH3:33])[CH2:35][CH2:36]2)[CH2:9]1)([CH3:4])([CH3:2])[CH3:3], predict the reactants needed to synthesize it. The reactants are: [C:1]([O:5][C:6](=[O:32])[NH:7][C@@H:8]1[C:14](=[O:15])[N:13]([CH2:16][C:17]2[C:26]3[C:21](=[CH:22][CH:23]=[CH:24][CH:25]=3)[CH:20]=[CH:19][C:18]=2[CH3:27])[C:12]2[CH:28]=[CH:29][CH:30]=[CH:31][C:11]=2[NH:10][CH2:9]1)([CH3:4])([CH3:3])[CH3:2].[CH3:33][N:34]1[CH2:39][CH2:38][N:37]([CH2:40][C:41](O)=[O:42])[CH2:36][CH2:35]1.O=P(Cl)(Cl)Cl.O. (3) Given the product [Cl:8][C:7]1[CH:6]=[CH:5][C:4]([NH:9][C:10]2[N:15]=[C:14]([NH:16][CH2:17][CH2:18][NH:19][C:20](=[O:22])[CH3:21])[C:13]([N+:23]([O-:25])=[O:24])=[CH:12][N:11]=2)=[CH:3][CH:2]=1, predict the reactants needed to synthesize it. The reactants are: Cl[C:2]1[CH:3]=[C:4]([NH:9][C:10]2[N:15]=[C:14]([NH:16][CH2:17][CH2:18][NH:19][C:20](=[O:22])[CH3:21])[C:13]([N+:23]([O-:25])=[O:24])=[CH:12][N:11]=2)[CH:5]=[CH:6][C:7]=1[Cl:8].C(OC(=O)C)(=O)C.C(N(CC)CC)C. (4) Given the product [Cl:1][C:2]1[CH:3]=[CH:4][C:5]([O:6][C:7]2[C:15]3[C:10](=[CH:11][CH:12]=[CH:13][C:14]=3[C:31]3[CH:36]=[N:35][CH:34]=[CH:33][N:32]=3)[N:9]([CH2:17][C:18]([OH:20])=[O:19])[C:8]=2[CH3:23])=[CH:24][CH:25]=1, predict the reactants needed to synthesize it. The reactants are: [Cl:1][C:2]1[CH:25]=[CH:24][C:5]([O:6][C:7]2[C:15]3[C:10](=[CH:11][CH:12]=[CH:13][C:14]=3I)[N:9]([CH2:17][C:18]([O:20]CC)=[O:19])[C:8]=2[CH3:23])=[CH:4][CH:3]=1.C([Sn](CCCC)(CCCC)[C:31]1[CH:36]=[N:35][CH:34]=[CH:33][N:32]=1)CCC.C1([As](C2C=CC=CC=2)C2C=CC=CC=2)C=CC=CC=1.[OH-].[Na+]. (5) Given the product [C:1]([C:5]1[O:6][CH2:7][C:8](=[O:40])[N:9]([CH2:11][C:12]2[CH:13]=[CH:14][C:15]([CH:18]([CH:35]3[CH2:39][CH2:38][CH2:37][CH2:36]3)[C:19]([NH:21][C:22]3[CH:30]=[CH:29][CH:28]=[C:27]4[C:23]=3[CH2:24][CH:25]([C:31]([OH:33])=[O:32])[CH2:26]4)=[O:20])=[CH:16][CH:17]=2)[N:10]=1)([CH3:4])([CH3:2])[CH3:3], predict the reactants needed to synthesize it. The reactants are: [C:1]([C:5]1[O:6][CH2:7][C:8](=[O:40])[N:9]([CH2:11][C:12]2[CH:17]=[CH:16][C:15]([CH:18]([CH:35]3[CH2:39][CH2:38][CH2:37][CH2:36]3)[C:19]([NH:21][C:22]3[CH:30]=[CH:29][CH:28]=[C:27]4[C:23]=3[CH2:24][CH:25]([C:31]([O:33]C)=[O:32])[CH2:26]4)=[O:20])=[CH:14][CH:13]=2)[N:10]=1)([CH3:4])([CH3:3])[CH3:2].[OH-].[Na+].Cl.